From a dataset of Forward reaction prediction with 1.9M reactions from USPTO patents (1976-2016). Predict the product of the given reaction. (1) Given the reactants [CH2:1]([N:6](C)[C:7](=[O:11])[O:8][CH2:9]Cl)[CH2:2][CH2:3][CH2:4][CH3:5].[OH:13][C@@H:14]([C@H:16]1[C:36](=[O:37])[N:18]2[C:19]([C:33]([O-:35])=[O:34])=[C:20]([S:23]/[CH:24]=[CH:25]\[C:26]3[S:30][CH:29]=[N:28][C:27]=3[CH2:31][OH:32])[C@H:21]([CH3:22])[C@H:17]12)[CH3:15].[Na+], predict the reaction product. The product is: [OH:13][C@@H:14]([C@H:16]1[C:36](=[O:37])[N:18]2[C:19]([C:33]([O:35][CH2:9][O:8][C:7]([NH:6][CH2:1][CH2:2][CH2:3][CH2:4][CH3:5])=[O:11])=[O:34])=[C:20]([S:23]/[CH:24]=[CH:25]\[C:26]3[S:30][CH:29]=[N:28][C:27]=3[CH2:31][OH:32])[C@H:21]([CH3:22])[C@H:17]12)[CH3:15]. (2) The product is: [N:1]([CH:4]([C:6]1[N:7]=[C:8]2[S:16][CH:15]=[C:14]([CH3:17])[N:9]2[C:10](=[O:13])[C:11]=1[C:20]1[CH:21]=[CH:22][CH:23]=[CH:24][C:19]=1[F:18])[CH3:5])=[N+:2]=[N-:3]. Given the reactants [N:1]([CH:4]([C:6]1[N:7]=[C:8]2[S:16][CH:15]=[C:14]([CH3:17])[N:9]2[C:10](=[O:13])[C:11]=1Br)[CH3:5])=[N+:2]=[N-:3].[F:18][C:19]1[CH:24]=[CH:23][CH:22]=[CH:21][C:20]=1B(O)O.C(=O)([O-])[O-].[Na+].[Na+].O, predict the reaction product. (3) The product is: [Cl:14][C:12]1[CH:11]=[CH:10][C:9]([O:15][CH3:16])=[C:8]([C:6]2[CH:5]=[CH:4][N:3]=[C:2]([O:21][CH:17]3[CH2:20][CH2:19][CH2:18]3)[CH:7]=2)[CH:13]=1. Given the reactants Cl[C:2]1[CH:7]=[C:6]([C:8]2[CH:13]=[C:12]([Cl:14])[CH:11]=[CH:10][C:9]=2[O:15][CH3:16])[CH:5]=[CH:4][N:3]=1.[CH:17]1([OH:21])[CH2:20][CH2:19][CH2:18]1.CC(C)([O-])C.[K+], predict the reaction product. (4) Given the reactants [N+:1]([C:4]1[CH:9]=[CH:8][CH:7]=[CH:6][C:5]=1[C:10]1[S:11][C:12]2[CH:17]=[CH:16][N:15]=[CH:14][C:13]=2[N:18]=1)([O-])=O.[NH4+].[Cl-], predict the reaction product. The product is: [S:11]1[C:12]2[CH:17]=[CH:16][N:15]=[CH:14][C:13]=2[N:18]=[C:10]1[C:5]1[CH:6]=[CH:7][CH:8]=[CH:9][C:4]=1[NH2:1]. (5) The product is: [NH2:28][C:24]1[CH:23]=[C:22]([CH:27]=[CH:26][CH:25]=1)[O:21][C:3]1[C:2]([Cl:1])=[CH:7][N:6]=[C:5]([NH:8][C:9]2[CH:10]=[N:11][N:12]([CH:14]3[CH2:19][CH2:18][N:17]([CH3:20])[CH2:16][CH2:15]3)[CH:13]=2)[N:4]=1. Given the reactants [Cl:1][C:2]1[C:3]([O:21][C:22]2[CH:27]=[CH:26][CH:25]=[C:24]([N+:28]([O-])=O)[CH:23]=2)=[N:4][C:5]([NH:8][C:9]2[CH:10]=[N:11][N:12]([CH:14]3[CH2:19][CH2:18][N:17]([CH3:20])[CH2:16][CH2:15]3)[CH:13]=2)=[N:6][CH:7]=1, predict the reaction product.